From a dataset of Reaction yield outcomes from USPTO patents with 853,638 reactions. Predict the reaction yield, written as a fraction of the theoretical maximum amount of product (1.0 means a 100% yield; for example, 0.34 means a 34% yield). (1) The reactants are [F:1][C:2]1[CH:10]=[C:9]2[C:5]([C:6]([CH:11]=[O:12])=[CH:7][NH:8]2)=[CH:4][C:3]=1[C:13]1[CH:18]=[CH:17][CH:16]=[CH:15][CH:14]=1.C[C:20](=[CH:22][CH3:23])[CH3:21].Cl([O-])=[O:25].[Na+].[OH2:28].OP([O-])(O)=O.[Na+]. The catalyst is CC#N.C(O)(C)(C)C.O. The product is [F:1][C:2]1[CH:10]=[C:9]2[C:5]([C:6]([C:11]([OH:12])=[O:28])=[CH:7][NH:8]2)=[CH:4][C:3]=1[C:13]1[CH:14]=[CH:15][C:16]([C:20]2([OH:25])[CH2:21][CH2:23][CH2:22]2)=[CH:17][CH:18]=1. The yield is 0.160. (2) The yield is 0.300. The product is [C:18]([O:22][C:23]([N:25]1[CH2:29][CH2:28][CH2:27][C@H:26]1[CH2:30][O:13][C:10]1[CH:11]=[CH:12][C:7]([CH2:6][C:5]2[CH:4]=[CH:3][C:2]([Cl:1])=[CH:15][CH:14]=2)=[CH:8][CH:9]=1)=[O:24])([CH3:21])([CH3:19])[CH3:20]. The reactants are [Cl:1][C:2]1[CH:15]=[CH:14][C:5]([CH2:6][C:7]2[CH:12]=[CH:11][C:10]([OH:13])=[CH:9][CH:8]=2)=[CH:4][CH:3]=1.[H-].[Na+].[C:18]([O:22][C:23]([N:25]1[CH2:29][CH2:28][CH2:27][C@H:26]1[CH2:30]OS(C1C=CC(C)=CC=1)(=O)=O)=[O:24])([CH3:21])([CH3:20])[CH3:19]. The catalyst is CN(C=O)C. (3) The reactants are [C:1]1([N:7]2[C:19]3[CH:18]=[CH:17][CH:16]=[CH:15][C:14]=3[C:13]3[C:8]2=[CH:9][CH:10]=[CH:11][CH:12]=3)[CH:6]=[CH:5][CH:4]=[CH:3][CH:2]=1.[Br:20]N1C(=O)CCC1=O. The catalyst is C(O)(=O)C. The product is [Br:20][C:16]1[CH:17]=[CH:18][C:19]2[N:7]([C:1]3[CH:2]=[CH:3][CH:4]=[CH:5][CH:6]=3)[C:8]3[C:13]([C:14]=2[CH:15]=1)=[CH:12][CH:11]=[CH:10][CH:9]=3. The yield is 0.880. (4) The reactants are [Br:1][C:2]1[CH:3]=[C:4]([CH:23]=[CH:24][CH:25]=1)[CH2:5][N:6]1[C:14]2[C:13](=[O:15])[N:12]([CH3:16])[C:11](=[O:17])[N:10]([CH3:18])[C:9]=2[N:8]=[C:7]1[CH2:19][C:20]([OH:22])=[O:21].[CH2:26](O)[CH2:27][CH3:28]. The catalyst is S(=O)(=O)(O)O. The product is [CH2:26]([O:21][C:20](=[O:22])[CH2:19][C:7]1[N:6]([CH2:5][C:4]2[CH:23]=[CH:24][CH:25]=[C:2]([Br:1])[CH:3]=2)[C:14]2[C:13](=[O:15])[N:12]([CH3:16])[C:11](=[O:17])[N:10]([CH3:18])[C:9]=2[N:8]=1)[CH2:27][CH3:28]. The yield is 0.630.